Dataset: Reaction yield outcomes from USPTO patents with 853,638 reactions. Task: Predict the reaction yield, written as a fraction of the theoretical maximum amount of product (1.0 means a 100% yield; for example, 0.34 means a 34% yield). (1) The reactants are [Si]([O:8][CH2:9][C:10]1[CH:15]=[CH:14][C:13]([N:16]2[CH2:20][CH2:19][CH2:18][C@H:17]2[C:21]([F:24])([F:23])[F:22])=[CH:12][CH:11]=1)(C(C)(C)C)(C)C.[F-].C([N+](CCCC)(CCCC)CCCC)CCC.O.C(OCC)(=O)C. The catalyst is O1CCCC1. The product is [F:24][C:21]([F:22])([F:23])[C@@H:17]1[CH2:18][CH2:19][CH2:20][N:16]1[C:13]1[CH:14]=[CH:15][C:10]([CH2:9][OH:8])=[CH:11][CH:12]=1. The yield is 0.970. (2) The reactants are [NH2:1][CH2:2][CH2:3][CH2:4][O:5][C:6]1[N:14]=[C:13]2[C:9]([N:10]=[C:11]([OH:27])[N:12]2[CH2:15][C:16]2[CH:21]=[CH:20][CH:19]=[C:18]([CH2:22][C:23]([O:25][CH3:26])=[O:24])[CH:17]=2)=[C:8]([NH2:28])[N:7]=1.C[Si]([N:33]=[C:34]=[O:35])(C)C.C(Cl)(Cl)Cl.CO. The catalyst is CN(C)C=O. The product is [OH:27][C:11]1[N:12]([CH2:15][C:16]2[CH:21]=[CH:20][CH:19]=[C:18]([CH2:22][C:23]([O:25][CH3:26])=[O:24])[CH:17]=2)[C:13]2[C:9]([N:10]=1)=[C:8]([NH2:28])[N:7]=[C:6]([O:5][CH2:4][CH2:3][CH2:2][NH:1][C:34]([NH2:33])=[O:35])[N:14]=2. The yield is 0.140. (3) The reactants are [C:1]([C:3]([C:6]1[CH:7]=[C:8]([CH:12]=[CH:13][CH:14]=1)[C:9]([OH:11])=[O:10])([CH3:5])[CH3:4])#N.[H-].C([Al+]CC(C)C)C(C)C.CCCCCC.Cl.C(OCC)(=[O:34])C. The catalyst is C1(C)C=CC=CC=1.O1CCCC1. The product is [CH3:5][C:3]([C:6]1[CH:7]=[C:8]([CH:12]=[CH:13][CH:14]=1)[C:9]([OH:11])=[O:10])([CH3:4])[CH:1]=[O:34]. The yield is 0.730. (4) The reactants are [Cl:1][C:2]1[C:3]([O:17][CH:18]([CH3:20])[CH3:19])=[N:4][CH:5]=[C:6](B2OC(C)(C)C(C)(C)O2)[CH:7]=1.O.C(OO)(=[O:24])C. The catalyst is C(O)(=O)C. The product is [Cl:1][C:2]1[CH:7]=[C:6]([OH:24])[CH:5]=[N:4][C:3]=1[O:17][CH:18]([CH3:20])[CH3:19]. The yield is 0.650. (5) The product is [O:1]=[C:2]([C:19]1[CH:24]=[CH:23][CH:22]=[CH:21][CH:20]=1)[CH2:3][O:4][C:5]1[CH:18]=[CH:17][C:8]([CH2:9][CH:10]2[S:14][C:13](=[O:15])[NH:12][C:11]2=[O:16])=[CH:7][CH:6]=1. The catalyst is C(Cl)Cl. The yield is 0.400. The reactants are [OH:1][CH:2]([C:19]1[CH:24]=[CH:23][CH:22]=[CH:21][CH:20]=1)[CH2:3][O:4][C:5]1[CH:18]=[CH:17][C:8]([CH2:9][CH:10]2[S:14][C:13](=[O:15])[NH:12][C:11]2=[O:16])=[CH:7][CH:6]=1.CS(C)=O.O=P12OP3(OP(OP(O3)(O1)=O)(=O)O2)=O.C(N(CC)CC)C. (6) The reactants are [Br:1][C:2]1[C:3]([OH:9])=[N:4][CH:5]=[C:6]([CH3:8])[CH:7]=1.[F:10][C:11]([F:19])(S(F)(=O)=O)C(O)=O.C(=O)([O-])[O-].[Na+].[Na+].O. The catalyst is C(#N)C. The product is [Br:1][C:2]1[C:3]([O:9][CH:11]([F:19])[F:10])=[N:4][CH:5]=[C:6]([CH3:8])[CH:7]=1. The yield is 0.700. (7) The reactants are [CH3:1][O:2][C:3]1[CH:37]=[CH:36][C:6]([C:7]([NH:9][C:10]2[C:11]([NH:24][C:25](=[O:35])[C:26]3[CH:31]=[CH:30][C:29]([CH2:32][CH2:33][CH3:34])=[CH:28][CH:27]=3)=[CH:12][C:13]([O:16][Si](C(C)(C)C)(C)C)=[CH:14][CH:15]=2)=[O:8])=[CH:5][CH:4]=1.[F-].C([N+](CCCC)(CCCC)CCCC)CCC. The catalyst is O1CCCC1.O. The product is [CH3:1][O:2][C:3]1[CH:4]=[CH:5][C:6]([C:7]([NH:9][C:10]2[C:11]([NH:24][C:25](=[O:35])[C:26]3[CH:31]=[CH:30][C:29]([CH2:32][CH2:33][CH3:34])=[CH:28][CH:27]=3)=[CH:12][C:13]([OH:16])=[CH:14][CH:15]=2)=[O:8])=[CH:36][CH:37]=1. The yield is 0.860.